Dataset: NCI-60 drug combinations with 297,098 pairs across 59 cell lines. Task: Regression. Given two drug SMILES strings and cell line genomic features, predict the synergy score measuring deviation from expected non-interaction effect. Drug 1: CC1OCC2C(O1)C(C(C(O2)OC3C4COC(=O)C4C(C5=CC6=C(C=C35)OCO6)C7=CC(=C(C(=C7)OC)O)OC)O)O. Drug 2: CC1C(C(=O)NC(C(=O)N2CCCC2C(=O)N(CC(=O)N(C(C(=O)O1)C(C)C)C)C)C(C)C)NC(=O)C3=C4C(=C(C=C3)C)OC5=C(C(=O)C(=C(C5=N4)C(=O)NC6C(OC(=O)C(N(C(=O)CN(C(=O)C7CCCN7C(=O)C(NC6=O)C(C)C)C)C)C(C)C)C)N)C. Cell line: EKVX. Synergy scores: CSS=10.7, Synergy_ZIP=-3.06, Synergy_Bliss=-3.08, Synergy_Loewe=-2.82, Synergy_HSA=-3.55.